From a dataset of Catalyst prediction with 721,799 reactions and 888 catalyst types from USPTO. Predict which catalyst facilitates the given reaction. (1) Reactant: [CH2:1](Br)[CH:2]=[CH2:3].C(=O)([O-])[O-].[Cs+].[Cs+].O.C([N:15]1[C:19]([C:20]2[CH:25]=[CH:24][C:23]([C:26]3[CH:31]=[CH:30][C:29]([O:32][CH2:33][O:34][CH3:35])=[CH:28][CH:27]=3)=[CH:22][CH:21]=2)=[N:18][N:17]=[N:16]1)C=C. Product: [CH2:1]([N:16]1[N:17]=[N:18][C:19]([C:20]2[CH:21]=[CH:22][C:23]([C:26]3[CH:31]=[CH:30][C:29]([O:32][CH2:33][O:34][CH3:35])=[CH:28][CH:27]=3)=[CH:24][CH:25]=2)=[N:15]1)[CH:2]=[CH2:3]. The catalyst class is: 9. (2) The catalyst class is: 42. Product: [CH3:11][C:12]([NH2:16])([CH3:15])[CH2:13][NH:14][C:2]1[CH:7]=[CH:6][C:5]([N+:8]([O-:10])=[O:9])=[CH:4][CH:3]=1. Reactant: F[C:2]1[CH:7]=[CH:6][C:5]([N+:8]([O-:10])=[O:9])=[CH:4][CH:3]=1.[CH3:11][C:12]([NH2:16])([CH3:15])[CH2:13][NH2:14].C(=O)([O-])[O-].[K+].[K+]. (3) Reactant: [Br:1][C:2]1[C:3]([CH3:9])=[C:4]([CH:6]=[CH:7][CH:8]=1)[NH2:5].[CH3:10][O:11][C:12]1[C:17]2[NH:18]C(=O)[O:20][C:21](=O)[C:16]=2[CH:15]=[CH:14][CH:13]=1.C[Al](C)C.Cl. Product: [NH2:18][C:17]1[C:12]([O:11][CH3:10])=[CH:13][CH:14]=[CH:15][C:16]=1[C:21]([NH:5][C:4]1[CH:6]=[CH:7][CH:8]=[C:2]([Br:1])[C:3]=1[CH3:9])=[O:20]. The catalyst class is: 11. (4) Reactant: S(Cl)(Cl)=O.[C:5]([O:8][CH2:9][C:10]([CH3:40])([CH3:39])[CH2:11][N:12]1[C:18]2[CH:19]=[CH:20][C:21]([Cl:23])=[CH:22][C:17]=2[C@@H:16]([C:24]2[CH:29]=[CH:28][CH:27]=[C:26]([O:30][CH3:31])[C:25]=2[O:32][CH3:33])[O:15][C@H:14]([CH2:34][C:35](O)=[O:36])[C:13]1=[O:38])(=[O:7])[CH3:6].[S:41]1[CH:45]=[CH:44][CH:43]=[C:42]1[CH2:46][C:47]([O:49][CH2:50][CH3:51])=[O:48].[Sn](Cl)(Cl)(Cl)Cl. Product: [C:5]([O:8][CH2:9][C:10]([CH3:40])([CH3:39])[CH2:11][N:12]1[C:18]2[CH:19]=[CH:20][C:21]([Cl:23])=[CH:22][C:17]=2[C@@H:16]([C:24]2[CH:29]=[CH:28][CH:27]=[C:26]([O:30][CH3:31])[C:25]=2[O:32][CH3:33])[O:15][C@H:14]([CH2:34][C:35]([C:45]2[S:41][C:42]([CH2:46][C:47]([O:49][CH2:50][CH3:51])=[O:48])=[CH:43][CH:44]=2)=[O:36])[C:13]1=[O:38])(=[O:7])[CH3:6]. The catalyst class is: 198. (5) Reactant: O.P([O-])([O-])([O-])=O.[K+].[K+].[K+].[Br:10][C:11]1[CH:16]=[CH:15][C:14](I)=[CH:13][CH:12]=1.[NH2:18][CH2:19][C@@H:20]1[CH2:24][CH2:23][CH2:22][N:21]1C(OC(C)(C)C)=O.C(N(CC)C(=O)C1C(=CC=CC=1)O)C.Cl. Product: [Br:10][C:11]1[CH:16]=[CH:15][C:14]([NH:18][CH2:19][C@@H:20]2[CH2:24][CH2:23][CH2:22][NH:21]2)=[CH:13][CH:12]=1. The catalyst class is: 122. (6) Reactant: CO[C:3]([C:5]1[C:6](=[O:38])[C:7]2[CH:12]=[N:11][C:10]([NH:13][C:14]3[CH:19]=[CH:18][C:17]([CH:20]4[CH2:25][CH2:24][N:23]([CH3:26])[CH2:22][CH2:21]4)=[CH:16][CH:15]=3)=[N:9][C:8]=2[N:27]([C:29]2[CH:30]=[C:31]3[C:35](=[CH:36][CH:37]=2)[CH2:34][CH2:33][CH2:32]3)[CH:28]=1)=[O:4].[CH2:39]([O:41][NH2:42])[CH3:40].CO. Product: [CH2:39]([O:41][NH:42][C:3]([C:5]1[C:6](=[O:38])[C:7]2[CH:12]=[N:11][C:10]([NH:13][C:14]3[CH:15]=[CH:16][C:17]([CH:20]4[CH2:25][CH2:24][N:23]([CH3:26])[CH2:22][CH2:21]4)=[CH:18][CH:19]=3)=[N:9][C:8]=2[N:27]([C:29]2[CH:30]=[C:31]3[C:35](=[CH:36][CH:37]=2)[CH2:34][CH2:33][CH2:32]3)[CH:28]=1)=[O:4])[CH3:40]. The catalyst class is: 6.